Dataset: Reaction yield outcomes from USPTO patents with 853,638 reactions. Task: Predict the reaction yield, written as a fraction of the theoretical maximum amount of product (1.0 means a 100% yield; for example, 0.34 means a 34% yield). (1) The reactants are B(Cl)([C@@H]1[C@@H](C)[C@@H]2C(C)(C)[C@@H](C2)C1)[C@@H]1[C@@H](C)[C@@H]2C(C)(C)[C@@H](C2)C1.[CH3:23][O:24][C:25]1[C:45]([O:46][CH3:47])=[CH:44][CH:43]=[CH:42][C:26]=1[C:27]([CH:29]1[CH2:34][CH2:33][N:32](C(OC(C)(C)C)=O)[CH2:31][CH2:30]1)=[O:28].N(CCO)CCO.[OH-].[Na+]. The catalyst is O1CCCC1.O.CC(C)=O. The product is [CH3:23][O:24][C:25]1[C:45]([O:46][CH3:47])=[CH:44][CH:43]=[CH:42][C:26]=1[C@@H:27]([CH:29]1[CH2:30][CH2:31][NH:32][CH2:33][CH2:34]1)[OH:28]. The yield is 0.340. (2) The reactants are C([O:4][C@@H:5]1[C@@H:13]([CH2:14][O:15]C(=O)C)[O:12][CH:11]2[CH:7]([N:8]=[C:9]([NH:19][CH2:20][CH2:21][F:22])[S:10]2)[C@H:6]1[O:23]C(=O)C)(=O)C.C([O-])([O-])=O.[K+].[K+]. The catalyst is CO. The product is [F:22][CH2:21][CH2:20][NH:19][C:9]1[S:10][CH:11]2[O:12][C@H:13]([CH2:14][OH:15])[C@@H:5]([OH:4])[C@H:6]([OH:23])[CH:7]2[N:8]=1. The yield is 0.900.